Dataset: Catalyst prediction with 721,799 reactions and 888 catalyst types from USPTO. Task: Predict which catalyst facilitates the given reaction. (1) Reactant: [C:1]([O:5][C:6](=[O:20])[NH:7][CH2:8][CH2:9][N:10]1[C:18]2[C:17](Cl)=[N:16][CH:15]=[N:14][C:13]=2[CH:12]=[CH:11]1)([CH3:4])([CH3:3])[CH3:2].[NH2:21][C:22]1[CH:23]=[C:24]2[C:28](=[CH:29][CH:30]=1)[N:27]([CH2:31][C:32]1[CH:33]=[C:34]([CH:42]=[CH:43][CH:44]=1)[C:35]([NH:37][C:38]([CH3:41])([CH3:40])[CH3:39])=[O:36])[CH:26]=[CH:25]2. Product: [C:1]([O:5][C:6](=[O:20])[NH:7][CH2:8][CH2:9][N:10]1[C:18]2[C:17]([NH:21][C:22]3[CH:23]=[C:24]4[C:28](=[CH:29][CH:30]=3)[N:27]([CH2:31][C:32]3[CH:44]=[CH:43][CH:42]=[C:34]([C:35]([NH:37][C:38]([CH3:41])([CH3:40])[CH3:39])=[O:36])[CH:33]=3)[CH:26]=[CH:25]4)=[N:16][CH:15]=[N:14][C:13]=2[CH:12]=[CH:11]1)([CH3:4])([CH3:3])[CH3:2]. The catalyst class is: 32. (2) Reactant: Br[CH2:2][C:3]1[C:8]([CH3:9])=[CH:7][N:6]=[C:5]([C:10]2[CH:15]=[CH:14][C:13]([C:16]([F:19])([F:18])[F:17])=[CH:12][CH:11]=2)[N:4]=1.[F:20][C:21]([F:28])([F:27])[C:22]1[CH:26]=[CH:25][NH:24][N:23]=1.C(=O)([O-])[O-].[K+].[K+]. Product: [CH3:9][C:8]1[C:3]([CH2:2][N:24]2[CH:25]=[CH:26][C:22]([C:21]([F:28])([F:27])[F:20])=[N:23]2)=[N:4][C:5]([C:10]2[CH:15]=[CH:14][C:13]([C:16]([F:19])([F:18])[F:17])=[CH:12][CH:11]=2)=[N:6][CH:7]=1. The catalyst class is: 10. (3) Reactant: C([O:4][NH:5][C:6]([CH:8]1[CH2:13][CH2:12][CH:11]([O:14][CH3:15])[CH2:10][N:9]1[S:16]([C:19]1[CH:24]=[CH:23][C:22]([O:25][CH2:26][C:27]2[CH:32]=[CH:31][CH:30]=[CH:29][CH:28]=2)=[CH:21][CH:20]=1)(=[O:18])=[O:17])=[O:7])C=C.C([O-])=O.C([NH+](CC)CC)C.C(#N)C. Product: [OH:4][NH:5][C:6]([CH:8]1[CH2:13][CH2:12][CH:11]([O:14][CH3:15])[CH2:10][N:9]1[S:16]([C:19]1[CH:24]=[CH:23][C:22]([O:25][CH2:26][C:27]2[CH:28]=[CH:29][CH:30]=[CH:31][CH:32]=2)=[CH:21][CH:20]=1)(=[O:18])=[O:17])=[O:7]. The catalyst class is: 6. (4) Reactant: Cl.[NH2:2][OH:3].N1C=CC=CC=1.[CH2:10]([CH:26]1[CH2:31][C:30](=[O:32])[O:29][C:27]1=[O:28])[CH2:11][CH2:12][CH2:13][CH2:14][CH2:15][CH2:16][CH2:17][CH2:18][CH2:19][CH2:20][CH2:21][CH2:22][CH2:23][CH2:24]C. Product: [OH:3][NH:2][C:30](=[O:32])[CH2:31][CH:26]([CH2:10][CH2:11][CH2:12][CH2:13][CH2:14][CH2:15][CH2:16][CH2:17][CH2:18][CH2:19][CH2:20][CH2:21][CH2:22][CH2:23][CH3:24])[C:27]([OH:29])=[O:28]. The catalyst class is: 10. (5) Reactant: [CH2:1]([N:4]([CH2:29][CH2:30][CH3:31])[CH2:5][CH2:6][CH2:7][CH2:8][NH:9][CH2:10][C:11]1[CH:28]=[CH:27][C:14]([CH2:15][N:16]2[C:24](=[O:25])[C:23]3[C:18](=[CH:19][CH:20]=[CH:21][CH:22]=3)[C:17]2=[O:26])=[CH:13][CH:12]=1)[CH2:2][CH3:3].[C:32]([O:36][C:37](O[C:37]([O:36][C:32]([CH3:35])([CH3:34])[CH3:33])=[O:38])=[O:38])([CH3:35])([CH3:34])[CH3:33]. Product: [C:32]([O:36][C:37](=[O:38])[N:9]([CH2:10][C:11]1[CH:28]=[CH:27][C:14]([CH2:15][N:16]2[C:24](=[O:25])[C:23]3[C:18](=[CH:19][CH:20]=[CH:21][CH:22]=3)[C:17]2=[O:26])=[CH:13][CH:12]=1)[CH2:8][CH2:7][CH2:6][CH2:5][N:4]([CH2:1][CH2:2][CH3:3])[CH2:29][CH2:30][CH3:31])([CH3:35])([CH3:34])[CH3:33]. The catalyst class is: 22.